This data is from Full USPTO retrosynthesis dataset with 1.9M reactions from patents (1976-2016). The task is: Predict the reactants needed to synthesize the given product. (1) Given the product [C:1]([O:4][CH2:5][C:6]1[CH:7]=[C:8]2[C:12](=[CH:13][C:14]=1[NH2:15])[N:11]([C:18]([C:31]1[CH:32]=[CH:33][CH:34]=[CH:35][CH:36]=1)([C:25]1[CH:26]=[CH:27][CH:28]=[CH:29][CH:30]=1)[C:19]1[CH:24]=[CH:23][CH:22]=[CH:21][CH:20]=1)[N:10]=[C:9]2[Br:37])(=[O:3])[CH3:2], predict the reactants needed to synthesize it. The reactants are: [C:1]([O:4][CH2:5][C:6]1[CH:7]=[C:8]2[C:12](=[CH:13][C:14]=1[N+:15]([O-])=O)[N:11]([C:18]([C:31]1[CH:36]=[CH:35][CH:34]=[CH:33][CH:32]=1)([C:25]1[CH:30]=[CH:29][CH:28]=[CH:27][CH:26]=1)[C:19]1[CH:24]=[CH:23][CH:22]=[CH:21][CH:20]=1)[N:10]=[C:9]2[Br:37])(=[O:3])[CH3:2].[O-]S(S([O-])=O)=O.[Na+].[Na+]. (2) The reactants are: [Cl:1][C:2]1[N:7]=[C:6](Cl)[C:5]([N+:9]([O-:11])=[O:10])=[CH:4][N:3]=1.[NH2:12][C:13]1[CH:14]=[C:15]2[C:20](=[CH:21][CH:22]=1)[N:19]=[C:18]([CH3:23])[CH:17]=[CH:16]2. Given the product [ClH:1].[Cl:1][C:2]1[N:7]=[C:6]([NH:12][C:13]2[CH:14]=[C:15]3[C:20](=[CH:21][CH:22]=2)[N:19]=[C:18]([CH3:23])[CH:17]=[CH:16]3)[C:5]([N+:9]([O-:11])=[O:10])=[CH:4][N:3]=1, predict the reactants needed to synthesize it.